Dataset: Retrosynthesis with 50K atom-mapped reactions and 10 reaction types from USPTO. Task: Predict the reactants needed to synthesize the given product. (1) Given the product Cc1cnc(Cn2cc(C(=O)N[C@H]3CCCC[C@@H]3O)c3nccc(Cl)c32)s1, predict the reactants needed to synthesize it. The reactants are: Cc1cnc(CBr)s1.O=C(N[C@H]1CCCC[C@@H]1O)c1c[nH]c2c(Cl)ccnc12. (2) Given the product CCNC(=O)CC1CN=C(c2cc3cc(Oc4ccc(S(C)(=O)=O)nc4)ccc3[nH]2)S1, predict the reactants needed to synthesize it. The reactants are: CCN.CS(=O)(=O)c1ccc(Oc2ccc3[nH]c(C4=NCC(CC(=O)O)S4)cc3c2)cn1. (3) Given the product CNC(=O)c1cccc2cc(Oc3ccnc4cc(OCC5(NCC6CC6)CC5)c(OC)cc34)ccc12, predict the reactants needed to synthesize it. The reactants are: CNC(=O)c1cccc2cc(Oc3ccnc4cc(OCC5(N)CC5)c(OC)cc34)ccc12.O=CC1CC1.